From a dataset of Reaction yield outcomes from USPTO patents with 853,638 reactions. Predict the reaction yield, written as a fraction of the theoretical maximum amount of product (1.0 means a 100% yield; for example, 0.34 means a 34% yield). (1) The reactants are [CH2:1]1[C:9]2[C:4](=[CH:5][CH:6]=[CH:7][CH:8]=2)[CH:3]=[CH:2]1.[Li:10]CCCC. The catalyst is CCCCCCC. The product is [CH:1]1([Li:10])[C:9]2[C:4](=[CH:5][CH:6]=[CH:7][CH:8]=2)[CH:3]=[CH:2]1. The yield is 0.990. (2) The reactants are Cl.Cl.[CH3:3][NH:4][C:5]1[CH:9]=[C:8]([C:10]2[CH:11]=[N:12][NH:13][CH:14]=2)[S:7][C:6]=1[C:15]([NH2:17])=[O:16].C([O-])(O)=O.[Na+].[C:23]1(=O)[CH2:28][CH2:27][CH2:26][CH2:25][CH2:24]1.CC1C=CC(S(O)(=O)=O)=CC=1.[O-]S([O-])(=O)=O.[Mg+2]. The catalyst is CN(C=O)C.CCOC(C)=O. The product is [CH3:3][N:4]1[C:5]2[CH:9]=[C:8]([C:10]3[CH:14]=[N:13][NH:12][CH:11]=3)[S:7][C:6]=2[C:15](=[O:16])[NH:17][C:23]21[CH2:28][CH2:27][CH2:26][CH2:25][CH2:24]2. The yield is 0.160. (3) The reactants are [NH2:1][C:2]1[CH:7]=[CH:6][C:5]([C:8]2[CH:13]=[CH:12][CH:11]=[C:10]([F:14])[CH:9]=2)=[CH:4][C:3]=1[C:15](=[O:17])[CH3:16].[BH4-].[Na+].S([O-])([O-])(=O)=O.[NH4+].[NH4+].C(OCC)(=O)C. The catalyst is CO. The product is [NH2:1][C:2]1[CH:7]=[CH:6][C:5]([C:8]2[CH:13]=[CH:12][CH:11]=[C:10]([F:14])[CH:9]=2)=[CH:4][C:3]=1[CH:15]([OH:17])[CH3:16]. The yield is 0.670. (4) The reactants are C[O:2][C:3](=[O:24])[CH:4]([C:11]1[CH:16]=[CH:15][C:14]([S:17]([CH3:20])(=[O:19])=[O:18])=[C:13]([N+:21]([O-:23])=[O:22])[CH:12]=1)[CH2:5][CH:6]1[CH2:10][CH2:9][CH2:8][CH2:7]1.[OH-].[Li+].Cl.C(OCC)(=O)C. The catalyst is O1CCCC1.O. The product is [CH:6]1([CH2:5][CH:4]([C:11]2[CH:16]=[CH:15][C:14]([S:17]([CH3:20])(=[O:19])=[O:18])=[C:13]([N+:21]([O-:23])=[O:22])[CH:12]=2)[C:3]([OH:24])=[O:2])[CH2:10][CH2:9][CH2:8][CH2:7]1. The yield is 0.880. (5) The reactants are [OH:1][CH2:2][CH:3]1[C:9](=[O:10])[N:8]([CH2:11][C:12]2[CH:17]=[CH:16][C:15]([O:18][CH3:19])=[CH:14][CH:13]=2)[C:7]2[CH:20]=[CH:21][CH:22]=[CH:23][C:6]=2[CH2:5][CH2:4]1.[CH3:24][S:25](Cl)(=[O:27])=[O:26].CCN(C(C)C)C(C)C. The catalyst is C1COCC1. The product is [CH3:19][O:18][C:15]1[CH:14]=[CH:13][C:12]([CH2:11][N:8]2[C:9](=[O:10])[CH:3]([CH2:2][O:1][S:25]([CH3:24])(=[O:27])=[O:26])[CH2:4][CH2:5][C:6]3[CH:23]=[CH:22][CH:21]=[CH:20][C:7]2=3)=[CH:17][CH:16]=1. The yield is 0.900. (6) The reactants are Br[C:2]1[CH:7]=[CH:6][C:5]([N+:8]([O-:10])=[O:9])=[CH:4][N:3]=1.[C:11]([O:15][C:16]([N:18]1[CH2:23][CH2:22][CH:21]([NH2:24])[CH2:20][CH2:19]1)=[O:17])([CH3:14])([CH3:13])[CH3:12].C(N(CC)CC)C. The catalyst is CN(C)C=O. The product is [C:11]([O:15][C:16]([N:18]1[CH2:23][CH2:22][CH:21]([NH:24][C:2]2[CH:7]=[CH:6][C:5]([N+:8]([O-:10])=[O:9])=[CH:4][N:3]=2)[CH2:20][CH2:19]1)=[O:17])([CH3:14])([CH3:12])[CH3:13]. The yield is 0.900. (7) The reactants are [C:1]([C:5]1[CH:6]=[C:7]([N+:15]([O-:17])=[O:16])[C:8]([O:13][CH3:14])=[C:9]([CH2:11]O)[CH:10]=1)([CH3:4])([CH3:3])[CH3:2].S(Cl)([Cl:20])=O. The catalyst is C(Cl)(Cl)Cl. The yield is 0.390. The product is [C:1]([C:5]1[CH:6]=[C:7]([N+:15]([O-:17])=[O:16])[C:8]([O:13][CH3:14])=[C:9]([CH2:11][Cl:20])[CH:10]=1)([CH3:4])([CH3:3])[CH3:2].